From a dataset of Full USPTO retrosynthesis dataset with 1.9M reactions from patents (1976-2016). Predict the reactants needed to synthesize the given product. (1) The reactants are: [Cl:1][C:2]1[C:11]2[C:6](=[CH:7][CH:8]=[C:9]([C:12]([C:20]3[C:21]([CH3:27])=[N:22][C:23]([CH3:26])=[CH:24][CH:25]=3)([OH:19])[C:13]3[N:17]([CH3:18])[N:16]=[N:15][CH:14]=3)[CH:10]=2)[N:5]=[C:4]([O:28][CH3:29])[C:3]=1[OH:30].[CH3:31][C:32]1([CH2:36]O)[CH2:35][O:34][CH2:33]1.C1C=CC(P(C2C=CC=CC=2)C2C=CC=CC=2)=CC=1.CC(OC(/N=N/C(OC(C)C)=O)=O)C. Given the product [Cl:1][C:2]1[C:11]2[C:6](=[CH:7][CH:8]=[C:9]([C:12]([C:20]3[C:21]([CH3:27])=[N:22][C:23]([CH3:26])=[CH:24][CH:25]=3)([C:13]3[N:17]([CH3:18])[N:16]=[N:15][CH:14]=3)[OH:19])[CH:10]=2)[N:5]=[C:4]([O:28][CH3:29])[C:3]=1[O:30][CH2:31][C:32]1([CH3:36])[CH2:35][O:34][CH2:33]1, predict the reactants needed to synthesize it. (2) The reactants are: C(O)(C)C.Br[C:6]1[CH:13]=[CH:12][C:9]([CH:10]=[O:11])=[CH:8][CH:7]=1.[CH:14]([C:16]1[CH:21]=[CH:20][C:19](B(O)O)=[CH:18][CH:17]=1)=[O:15].C(=O)([O-])[O-].[K+].[K+]. Given the product [C:6]1([C:19]2[CH:20]=[CH:21][C:16]([CH:14]=[O:15])=[CH:17][CH:18]=2)[CH:13]=[CH:12][C:9]([CH:10]=[O:11])=[CH:8][CH:7]=1, predict the reactants needed to synthesize it. (3) Given the product [CH:20]([C:23]1[CH:28]=[CH:27][CH:26]=[CH:25][C:24]=1[C:2]1[C:10]2[C:5](=[CH:6][CH:7]=[CH:8][CH:9]=2)[N:4]([S:11]([C:14]2[CH:19]=[CH:18][CH:17]=[CH:16][CH:15]=2)(=[O:13])=[O:12])[CH:3]=1)([CH3:22])[CH3:21], predict the reactants needed to synthesize it. The reactants are: Br[C:2]1[C:10]2[C:5](=[CH:6][CH:7]=[CH:8][CH:9]=2)[N:4]([S:11]([C:14]2[CH:19]=[CH:18][CH:17]=[CH:16][CH:15]=2)(=[O:13])=[O:12])[CH:3]=1.[CH:20]([C:23]1[CH:28]=[CH:27][CH:26]=[CH:25][C:24]=1B(O)O)([CH3:22])[CH3:21].C(=O)([O-])[O-].[Na+].[Na+]. (4) Given the product [CH3:31][O:30][C:24]1[C:23]2[CH:22]=[C:21]([C:18]3[N:16]4[N:17]=[C:12]([O:8][CH2:7][C@@H:2]5[CH2:3][CH2:4][CH2:5][CH2:6][NH:1]5)[CH:13]=[CH:14][C:15]4=[N:20][CH:19]=3)[O:29][C:28]=2[CH:27]=[CH:26][N:25]=1, predict the reactants needed to synthesize it. The reactants are: [NH:1]1[CH2:6][CH2:5][CH2:4][CH2:3][C@H:2]1[CH2:7][OH:8].[H-].[Na+].Cl[C:12]1[CH:13]=[CH:14][C:15]2[N:16]([C:18]([C:21]3[O:29][C:28]4[CH:27]=[CH:26][N:25]=[C:24]([O:30][CH3:31])[C:23]=4[CH:22]=3)=[CH:19][N:20]=2)[N:17]=1.